This data is from Forward reaction prediction with 1.9M reactions from USPTO patents (1976-2016). The task is: Predict the product of the given reaction. (1) Given the reactants [CH:1]1[C:13]2[CH2:12][C:11]3[C:6](=[CH:7][CH:8]=[CH:9][CH:10]=3)[C:5]=2[CH:4]=[CH:3][CH:2]=1.[Li][CH2:15][CH2:16][CH2:17][CH3:18].Br[CH2:20][CH2:21][CH2:22][CH2:23][CH2:24][CH3:25].[CH2:26]1COC[CH2:27]1, predict the reaction product. The product is: [CH2:18]([C:12]1([CH2:20][CH2:21][CH2:22][CH2:23][CH2:24][CH3:25])[C:11]2[CH:10]=[CH:9][CH:8]=[CH:7][C:6]=2[C:5]2[C:13]1=[CH:1][CH:2]=[CH:3][CH:4]=2)[CH2:17][CH2:16][CH2:15][CH2:26][CH3:27]. (2) Given the reactants COC[N:4]1[CH:8]=[C:7]([N+:9]([O-:11])=[O:10])[N:6]=[C:5]1Br.[ClH:13], predict the reaction product. The product is: [Cl:13][C:5]1[NH:4][CH:8]=[C:7]([N+:9]([O-:11])=[O:10])[N:6]=1. (3) Given the reactants BrC1C=C(C=C(C(C2C=CC=C(OC(F)F)C=2)(C)C)C=1)N.[Cl:22][C:23]1[CH:24]=[C:25]([CH:43]=[C:44]([N+:46]([O-])=O)[CH:45]=1)[N:26]([C:28]1[CH:33]=[C:32]([O:34][C:35]([F:38])([F:37])[F:36])[CH:31]=[C:30]([O:39][CH:40]([CH3:42])[CH3:41])[CH:29]=1)[CH3:27], predict the reaction product. The product is: [Cl:22][C:23]1[CH:45]=[C:44]([NH2:46])[CH:43]=[C:25]([N:26]([C:28]2[CH:33]=[C:32]([O:34][C:35]([F:38])([F:37])[F:36])[CH:31]=[C:30]([O:39][CH:40]([CH3:41])[CH3:42])[CH:29]=2)[CH3:27])[CH:24]=1. (4) Given the reactants [CH3:1][C:2]1[CH:6]=[C:5]([CH3:7])[NH:4][N:3]=1.C([O-])([O-])=O.[K+].[K+].Br[CH2:15][C:16]([O:18][CH2:19][CH3:20])=[O:17], predict the reaction product. The product is: [CH3:1][C:2]1[CH:6]=[C:5]([CH3:7])[N:4]([CH2:15][C:16]([O:18][CH2:19][CH3:20])=[O:17])[N:3]=1. (5) Given the reactants [C:1]([O:5][C:6]([N:8]1[CH2:13][C@@H:12]([NH:14][CH2:15][CH2:16][N:17]2C(=O)C3C(=CC=CC=3)C2=O)[CH2:11][C@@H:10]([C:28](=[O:48])[N:29]([CH:45]2[CH2:47][CH2:46]2)[CH2:30][C:31]2[C:39]3[C:34](=[CH:35][CH:36]=[CH:37][CH:38]=3)[N:33]([CH2:40][CH2:41][CH2:42][O:43][CH3:44])[CH:32]=2)[CH2:9]1)=[O:7])([CH3:4])([CH3:3])[CH3:2].O.NN, predict the reaction product. The product is: [C:1]([O:5][C:6]([N:8]1[CH2:9][C@H:10]([C:28](=[O:48])[N:29]([CH:45]2[CH2:47][CH2:46]2)[CH2:30][C:31]2[C:39]3[C:34](=[CH:35][CH:36]=[CH:37][CH:38]=3)[N:33]([CH2:40][CH2:41][CH2:42][O:43][CH3:44])[CH:32]=2)[CH2:11][C@H:12]([NH:14][CH2:15][CH2:16][NH2:17])[CH2:13]1)=[O:7])([CH3:2])([CH3:4])[CH3:3]. (6) Given the reactants [C:1]1([CH2:7][N:8]2[CH2:17][CH2:16][CH2:15][C@H:9]2[C:10]([O:12]CC)=[O:11])[CH:6]=[CH:5][CH:4]=[CH:3][CH:2]=1.[OH-].[Na+].[ClH:20], predict the reaction product. The product is: [ClH:20].[C:1]1([CH2:7][N:8]2[CH2:17][CH2:16][CH2:15][C@H:9]2[C:10]([OH:12])=[O:11])[CH:2]=[CH:3][CH:4]=[CH:5][CH:6]=1. (7) Given the reactants [CH3:1][O:2][C:3]([C:5]1[N:6]=[CH:7][NH:8][CH:9]=1)=[O:4].[H-].[Na+].F[C:13]1[CH:18]=[CH:17][CH:16]=[C:15]([N+:19]([O-:21])=[O:20])[CH:14]=1, predict the reaction product. The product is: [CH3:1][O:2][C:3]([C:5]1[N:6]=[CH:7][N:8]([C:13]2[CH:18]=[CH:17][CH:16]=[C:15]([N+:19]([O-:21])=[O:20])[CH:14]=2)[CH:9]=1)=[O:4]. (8) Given the reactants [C:1]([O:5][C:6](=[O:27])[N:7]([CH2:9][CH2:10][O:11][C:12]1[CH:17]=[C:16]([N:18]=[N+]=[N-])[N:15]=[C:14]([N:21]2[CH2:26][CH2:25][O:24][CH2:23][CH2:22]2)[N:13]=1)[CH3:8])([CH3:4])([CH3:3])[CH3:2], predict the reaction product. The product is: [C:1]([O:5][C:6](=[O:27])[N:7]([CH2:9][CH2:10][O:11][C:12]1[CH:17]=[C:16]([NH2:18])[N:15]=[C:14]([N:21]2[CH2:26][CH2:25][O:24][CH2:23][CH2:22]2)[N:13]=1)[CH3:8])([CH3:4])([CH3:2])[CH3:3]. (9) Given the reactants [NH2:1][C:2]1[N:7]=[C:6]([N:8]2[CH2:29][CH2:28][C:11]3([CH2:15][N:14]([C:16]([O:18][C:19]([CH3:22])([CH3:21])[CH3:20])=[O:17])[C@H:13]([C:23]([O:25][CH2:26][CH3:27])=[O:24])[CH2:12]3)[CH2:10][CH2:9]2)[CH:5]=[C:4]([O:30][C@H:31]([C:36]2[CH:41]=[CH:40][C:39](/[CH:42]=[CH:43]/[CH3:44])=[CH:38][C:37]=2[C:45]2[CH:50]=[CH:49][CH:48]=[C:47]([S:51]([CH3:54])(=[O:53])=[O:52])[CH:46]=2)[C:32]([F:35])([F:34])[F:33])[N:3]=1, predict the reaction product. The product is: [NH2:1][C:2]1[N:7]=[C:6]([N:8]2[CH2:9][CH2:10][C:11]3([CH2:15][N:14]([C:16]([O:18][C:19]([CH3:20])([CH3:21])[CH3:22])=[O:17])[C@H:13]([C:23]([O:25][CH2:26][CH3:27])=[O:24])[CH2:12]3)[CH2:28][CH2:29]2)[CH:5]=[C:4]([O:30][C@H:31]([C:36]2[CH:41]=[CH:40][C:39]([CH2:42][CH2:43][CH3:44])=[CH:38][C:37]=2[C:45]2[CH:50]=[CH:49][CH:48]=[C:47]([S:51]([CH3:54])(=[O:53])=[O:52])[CH:46]=2)[C:32]([F:35])([F:33])[F:34])[N:3]=1.